The task is: Predict the reactants needed to synthesize the given product.. This data is from Full USPTO retrosynthesis dataset with 1.9M reactions from patents (1976-2016). (1) Given the product [Cl:20][C:21]1[CH:22]=[C:23]([NH:24][C:17]2[C:18]3[N:10]([CH2:9][CH2:8][CH2:7][CH2:6][CH2:5][OH:4])[CH:11]=[CH:12][C:13]=3[N:14]=[CH:15][N:16]=2)[CH:25]=[CH:26][C:27]=1[O:28][C:29]1[CH:34]=[CH:33][CH:32]=[C:31]([C:35]([F:37])([F:38])[F:36])[CH:30]=1, predict the reactants needed to synthesize it. The reactants are: C([O:4][CH2:5][CH2:6][CH2:7][CH2:8][CH2:9][N:10]1[C:18]2[C:17](Cl)=[N:16][CH:15]=[N:14][C:13]=2[CH:12]=[CH:11]1)(=O)C.[Cl:20][C:21]1[CH:22]=[C:23]([CH:25]=[CH:26][C:27]=1[O:28][C:29]1[CH:34]=[CH:33][CH:32]=[C:31]([C:35]([F:38])([F:37])[F:36])[CH:30]=1)[NH2:24].[OH-].[Na+].Cl. (2) Given the product [Cl:33][C:25]1[CH:24]=[C:23]([C@@H:16]([CH2:17][CH:18]2[CH2:19][CH2:20][CH2:21][CH2:22]2)[C:15]([NH:14][C:11]2[N:12]=[CH:13][C:8]([C:6]([OH:7])=[O:5])=[N:9][CH:10]=2)=[O:34])[CH:28]=[CH:27][C:26]=1[S:29]([CH3:32])(=[O:31])=[O:30], predict the reactants needed to synthesize it. The reactants are: C([O:5][C:6]([C:8]1[CH:13]=[N:12][C:11]([NH:14][C:15](=[O:34])[C@@H:16]([C:23]2[CH:28]=[CH:27][C:26]([S:29]([CH3:32])(=[O:31])=[O:30])=[C:25]([Cl:33])[CH:24]=2)[CH2:17][CH:18]2[CH2:22][CH2:21][CH2:20][CH2:19]2)=[CH:10][N:9]=1)=[O:7])(C)(C)C.FC(F)(F)C(O)=O.